This data is from Full USPTO retrosynthesis dataset with 1.9M reactions from patents (1976-2016). The task is: Predict the reactants needed to synthesize the given product. (1) Given the product [F:11][C:12]([F:21])([F:20])/[CH:13]=[CH:14]/[CH2:15][O:16][C:30](=[O:37])[C:31]1[CH:36]=[CH:35][CH:34]=[CH:33][CH:32]=1, predict the reactants needed to synthesize it. The reactants are: [Al+3].[Cl-].[Cl-].[Cl-].[H-].[H-].[H-].[H-].[Li+].[Al+3].[F:11][C:12]([F:21])([F:20])/[CH:13]=[CH:14]/[C:15](OCC)=[O:16].[OH-].[Na+].N1C=CC=CC=1.[C:30](Cl)(=[O:37])[C:31]1[CH:36]=[CH:35][CH:34]=[CH:33][CH:32]=1. (2) Given the product [CH3:1][O:2][C:3]1[CH:4]=[CH:5][C:6]([C:16](=[O:19])[CH:17]([CH3:18])[C:24]([O:27][CH3:28])=[O:29])=[C:7]2[C:12]=1[N:11]=[C:10]([CH:13]([CH3:14])[CH3:15])[CH:9]=[CH:8]2, predict the reactants needed to synthesize it. The reactants are: [CH3:1][O:2][C:3]1[CH:4]=[CH:5][C:6]([C:16](=[O:19])[CH2:17][CH3:18])=[C:7]2[C:12]=1[N:11]=[C:10]([CH:13]([CH3:15])[CH3:14])[CH:9]=[CH:8]2.[H-].[Na+].[Cl-].[NH4+].[C:24](=[O:29])([O:27][CH3:28])OC.